From a dataset of Full USPTO retrosynthesis dataset with 1.9M reactions from patents (1976-2016). Predict the reactants needed to synthesize the given product. Given the product [CH:14]1([N:13]([CH3:12])[C:2]2[C:3]3[CH:10]=[C:9]([CH3:11])[NH:8][C:4]=3[N:5]=[CH:6][N:7]=2)[CH2:19][CH2:18][CH2:17][CH2:16][CH2:15]1, predict the reactants needed to synthesize it. The reactants are: Cl[C:2]1[C:3]2[CH:10]=[C:9]([CH3:11])[NH:8][C:4]=2[N:5]=[CH:6][N:7]=1.[CH3:12][NH:13][CH:14]1[CH2:19][CH2:18][CH2:17][CH2:16][CH2:15]1.